From a dataset of Forward reaction prediction with 1.9M reactions from USPTO patents (1976-2016). Predict the product of the given reaction. Given the reactants [CH3:1][S:2]([CH2:5][CH2:6][NH:7][C:8]1[CH:9]=[N:10][CH:11]=[CH:12][C:13]=1[C:14]1[C:15]([O:20][CH3:21])=[N:16][CH:17]=[CH:18][CH:19]=1)(=[O:4])=[O:3].[F:22][C:23]([F:38])([F:37])[C:24]1[CH:25]=[C:26]([CH:30]=[C:31]([C:33]([F:36])([F:35])[F:34])[N:32]=1)[C:27](O)=[O:28], predict the reaction product. The product is: [CH3:1][S:2]([CH2:5][CH2:6][N:7]([C:8]1[CH:9]=[N:10][CH:11]=[CH:12][C:13]=1[C:14]1[C:15]([O:20][CH3:21])=[N:16][CH:17]=[CH:18][CH:19]=1)[C:27](=[O:28])[C:26]1[CH:30]=[C:31]([C:33]([F:34])([F:35])[F:36])[N:32]=[C:24]([C:23]([F:38])([F:22])[F:37])[CH:25]=1)(=[O:3])=[O:4].